Dataset: Full USPTO retrosynthesis dataset with 1.9M reactions from patents (1976-2016). Task: Predict the reactants needed to synthesize the given product. (1) Given the product [CH2:20]([CH:22]([CH2:25][CH3:26])[CH:23]([C:12]1[N:8]([CH2:7][C:6]2[CH:5]=[CH:4][C:3]([O:2][CH3:1])=[CH:14][CH:13]=2)[N:9]=[CH:10][N:11]=1)[OH:24])[CH3:21], predict the reactants needed to synthesize it. The reactants are: [CH3:1][O:2][C:3]1[CH:14]=[CH:13][C:6]([CH2:7][N:8]2[CH:12]=[N:11][CH:10]=[N:9]2)=[CH:5][CH:4]=1.C([Li])CCC.[CH2:20]([CH:22]([CH2:25][CH3:26])[CH:23]=[O:24])[CH3:21]. (2) Given the product [C:1]([O:5][C:6]([N:8]1[CH2:13][CH2:12][CH:11]([C:14]([NH:16][C:17]2[CH:32]=[CH:31][C:30]([C:44]([OH:45])=[O:41])=[CH:29][C:18]=2[C:19]([NH:21][C:22]2[CH:27]=[CH:26][C:25]([Cl:28])=[CH:24][N:23]=2)=[O:20])=[O:15])[CH2:10][CH2:9]1)=[O:7])([CH3:4])([CH3:3])[CH3:2], predict the reactants needed to synthesize it. The reactants are: [C:1]([O:5][C:6]([N:8]1[CH2:13][CH2:12][CH:11]([C:14]([NH:16][C:17]2[CH:32]=[CH:31][C:30](I)=[CH:29][C:18]=2[C:19]([NH:21][C:22]2[CH:27]=[CH:26][C:25]([Cl:28])=[CH:24][N:23]=2)=[O:20])=[O:15])[CH2:10][CH2:9]1)=[O:7])([CH3:4])([CH3:3])[CH3:2].C(N(CC)CC)C.[OH2:41].CN(C)[CH:44]=[O:45]. (3) Given the product [S:10]([O-:13])([O-:12])=[O:11].[Na+:5].[Na+:5].[C:1](=[O:3])=[O:2], predict the reactants needed to synthesize it. The reactants are: [C:1](=O)([O-:3])[O-:2].[Na+:5].[Na+].S(=O)=O.[S:10]([O-:13])([O-:12])=[O:11]. (4) Given the product [CH3-:3].[CH3-:25].[CH3:6][CH2:5][CH2:4][CH2:3][C-:7]1[CH:8]=[C:9]([CH3:12])[CH:10]=[CH:11]1.[CH3:6][CH2:5][CH2:4][CH2:3][C-:7]1[CH:8]=[C:9]([CH3:12])[CH:10]=[CH:11]1.[Zr+4:13], predict the reactants needed to synthesize it. The reactants are: [Cl-].[Cl-].[CH2:3]([C:7]1([Zr+2:13]C2(CCCC)C=CC(C)=C2)[CH:11]=[CH:10][C:9]([CH3:12])=[CH:8]1)[CH2:4][CH2:5][CH3:6].[Li][CH3:25]. (5) Given the product [F:7][C:8]([F:19])([F:18])[C:9]([CH3:17])([CH3:16])[CH:10]=[O:11], predict the reactants needed to synthesize it. The reactants are: [H-].[Al+3].[Li+].[H-].[H-].[H-].[F:7][C:8]([F:19])([F:18])[C:9]([CH3:17])([CH3:16])[C:10](N(OC)C)=[O:11].